Task: Predict the reaction yield, written as a fraction of the theoretical maximum amount of product (1.0 means a 100% yield; for example, 0.34 means a 34% yield).. Dataset: Reaction yield outcomes from USPTO patents with 853,638 reactions The reactants are Br[C:2]1[S:3][CH:4]=[C:5]([C:7]2[CH:12]=[CH:11][C:10]([Br:13])=[CH:9][CH:8]=2)[N:6]=1.[NH2:14][C@H:15]([CH2:18][CH2:19][CH3:20])[CH2:16][OH:17]. The catalyst is C(Cl)Cl. The product is [Br:13][C:10]1[CH:11]=[CH:12][C:7]([C:5]2[N:6]=[C:2]([NH:14][C@H:15]([CH2:18][CH2:19][CH3:20])[CH2:16][OH:17])[S:3][CH:4]=2)=[CH:8][CH:9]=1. The yield is 0.830.